From a dataset of Peptide-MHC class II binding affinity with 134,281 pairs from IEDB. Regression. Given a peptide amino acid sequence and an MHC pseudo amino acid sequence, predict their binding affinity value. This is MHC class II binding data. (1) The peptide sequence is EKKYFAATQVEPLAA. The MHC is HLA-DQA10501-DQB10301 with pseudo-sequence HLA-DQA10501-DQB10301. The binding affinity (normalized) is 0.488. (2) The peptide sequence is LAATAGTTVYGAFAA. The MHC is HLA-DQA10102-DQB10602 with pseudo-sequence HLA-DQA10102-DQB10602. The binding affinity (normalized) is 0.801. (3) The peptide sequence is KRWGQLKKNKAIKIL. The MHC is DRB1_1302 with pseudo-sequence DRB1_1302. The binding affinity (normalized) is 1.00.